From a dataset of Forward reaction prediction with 1.9M reactions from USPTO patents (1976-2016). Predict the product of the given reaction. (1) Given the reactants [CH3:1][C:2]([CH3:10])=[CH:3][CH2:4][CH2:5][CH2:6][CH2:7][CH2:8]O.C1(P(C2C=CC=CC=2)C2C=CC=CC=2)C=CC=CC=1.C1C(=O)N([Br:37])C(=O)C1, predict the reaction product. The product is: [Br:37][CH2:8][CH2:7][CH2:6][CH2:5][CH2:4][CH:3]=[C:2]([CH3:10])[CH3:1]. (2) Given the reactants [I-:1].[Na+].[CH2:3]([O:6][C:7]1[CH:8]=[C:9]([CH2:17][OH:18])[CH:10]=[CH:11][C:12]=1[O:13][CH2:14][CH2:15]Br)[C:4]#[CH:5], predict the reaction product. The product is: [CH2:3]([O:6][C:7]1[CH:8]=[C:9]([CH2:17][OH:18])[CH:10]=[CH:11][C:12]=1[O:13][CH2:14][CH2:15][I:1])[C:4]#[CH:5].